Dataset: Full USPTO retrosynthesis dataset with 1.9M reactions from patents (1976-2016). Task: Predict the reactants needed to synthesize the given product. (1) The reactants are: Br[C:2]1[CH:3]=[C:4]2[C:8](=[CH:9][C:10]=1[O:11][CH3:12])[NH:7][C:6]([C:13]([O:15][CH2:16][CH3:17])=[O:14])=[CH:5]2.[CH3:18][N:19]1C(=O)CCC1. Given the product [C:18]([C:2]1[CH:3]=[C:4]2[C:8](=[CH:9][C:10]=1[O:11][CH3:12])[NH:7][C:6]([C:13]([O:15][CH2:16][CH3:17])=[O:14])=[CH:5]2)#[N:19], predict the reactants needed to synthesize it. (2) Given the product [Cl:1][C:2]1[C:10]([O:11][CH3:12])=[C:9]([O:13][CH3:14])[CH:8]=[C:7]([N+:15]([O-:17])=[O:16])[C:3]=1[C:4]([NH2:22])=[O:5], predict the reactants needed to synthesize it. The reactants are: [Cl:1][C:2]1[C:10]([O:11][CH3:12])=[C:9]([O:13][CH3:14])[CH:8]=[C:7]([N+:15]([O-:17])=[O:16])[C:3]=1[C:4](O)=[O:5].S(Cl)(Cl)=O.[NH3:22].C1COCC1. (3) The reactants are: Cl[C:2]1[N:3]=[N+:4]([O-:16])[C:5]2[CH:14]=[C:13]3[C:9]([CH2:10][CH:11]([CH3:15])[CH2:12]3)=[CH:8][C:6]=2[N:7]=1.[CH3:17][N:18]([CH3:22])[CH2:19][CH2:20][NH2:21].CCN(CC)CC. Given the product [CH3:17][N:18]([CH3:22])[CH2:19][CH2:20][NH:21][C:2]1[N:3]=[N+:4]([O-:16])[C:5]2[CH:14]=[C:13]3[C:9]([CH2:10][CH:11]([CH3:15])[CH2:12]3)=[CH:8][C:6]=2[N:7]=1, predict the reactants needed to synthesize it. (4) Given the product [C:1]([N:5]1[C:9](=[O:10])[C:8]([NH:28][C:25]2[CH:26]=[CH:27][C:22]([O:21][CH3:20])=[CH:23][CH:24]=2)=[C:7]([C:12]2[CH:17]=[CH:16][CH:15]=[CH:14][CH:13]=2)[S:6]1(=[O:19])=[O:18])([CH3:4])([CH3:3])[CH3:2], predict the reactants needed to synthesize it. The reactants are: [C:1]([N:5]1[C:9](=[O:10])[C:8](Cl)=[C:7]([C:12]2[CH:17]=[CH:16][CH:15]=[CH:14][CH:13]=2)[S:6]1(=[O:19])=[O:18])([CH3:4])([CH3:3])[CH3:2].[CH3:20][O:21][C:22]1[CH:27]=[CH:26][C:25]([NH2:28])=[CH:24][CH:23]=1. (5) The reactants are: [F:1][C:2]1[CH:7]=[CH:6][C:5]([N:8]2[C:12](=[O:13])[C:11]([CH3:15])([CH3:14])[NH:10][C:9]2=[O:16])=[CH:4][C:3]=1[C:17]([F:20])([F:19])[F:18].Br[CH2:22][C:23]1[CH:40]=[CH:39][CH:38]=[CH:37][C:24]=1[C:25]([C:27]1[CH:36]=[CH:35][C:30]([C:31]([O:33][CH3:34])=[O:32])=[CH:29][CH:28]=1)=[O:26].C(=O)([O-])[O-].[Cs+].[Cs+]. Given the product [F:1][C:2]1[CH:7]=[CH:6][C:5]([N:8]2[C:12](=[O:13])[C:11]([CH3:14])([CH3:15])[N:10]([CH2:22][C:23]3[CH:40]=[CH:39][CH:38]=[CH:37][C:24]=3[C:25]([C:27]3[CH:36]=[CH:35][C:30]([C:31]([O:33][CH3:34])=[O:32])=[CH:29][CH:28]=3)=[O:26])[C:9]2=[O:16])=[CH:4][C:3]=1[C:17]([F:18])([F:20])[F:19], predict the reactants needed to synthesize it. (6) Given the product [C:18]([O:22][C:23]([N:25]1[CH2:26][CH:27]=[C:28]([C:12]2[C:11]3[C:15](=[CH:16][CH:17]=[C:9]([N+:6]([O-:8])=[O:7])[CH:10]=3)[NH:14][CH:13]=2)[CH2:29][CH2:30]1)=[O:24])([CH3:21])([CH3:19])[CH3:20], predict the reactants needed to synthesize it. The reactants are: CO.C[O-].[Na+].[N+:6]([C:9]1[CH:10]=[C:11]2[C:15](=[CH:16][CH:17]=1)[NH:14][CH:13]=[CH:12]2)([O-:8])=[O:7].[C:18]([O:22][C:23]([N:25]1[CH2:30][CH2:29][C:28](=O)[CH2:27][CH2:26]1)=[O:24])([CH3:21])([CH3:20])[CH3:19]. (7) The reactants are: Cl[C:2](OC1C=CC([N+]([O-])=O)=CC=1)=[O:3].[Cl:14][C:15]1[C:16]([CH3:22])=[CH:17][C:18]([OH:21])=[CH:19][CH:20]=1.CCN(C(C)C)C(C)C.CS(O)(=O)=O.[NH2:37][CH2:38][C:39]1[CH:40]=[C:41]2[C:45](=[CH:46][CH:47]=1)[C:44](=[O:48])[N:43]([CH:49]1[CH2:54][CH2:53][C:52](=[O:55])[NH:51][C:50]1=[O:56])[CH2:42]2. Given the product [Cl:14][C:15]1[CH:20]=[CH:19][C:18]([O:21][C:2](=[O:3])[NH:37][CH2:38][C:39]2[CH:40]=[C:41]3[C:45](=[CH:46][CH:47]=2)[C:44](=[O:48])[N:43]([CH:49]2[CH2:54][CH2:53][C:52](=[O:55])[NH:51][C:50]2=[O:56])[CH2:42]3)=[CH:17][C:16]=1[CH3:22], predict the reactants needed to synthesize it.